This data is from Full USPTO retrosynthesis dataset with 1.9M reactions from patents (1976-2016). The task is: Predict the reactants needed to synthesize the given product. (1) Given the product [SH:10][C:11]1[CH:19]=[CH:18][CH:17]=[CH:16][C:12]=1[C:13]([O:5][CH2:4][CH:3]([CH2:1][CH3:2])[CH2:6][CH2:7][CH2:8][CH3:9])=[O:14], predict the reactants needed to synthesize it. The reactants are: [CH2:1]([CH:3]([CH2:6][CH2:7][CH2:8][CH3:9])[CH2:4][OH:5])[CH3:2].[SH:10][C:11]1[CH:19]=[CH:18][CH:17]=[CH:16][C:12]=1[C:13](O)=[O:14].S(=O)(=O)(O)O. (2) The reactants are: C(OC([N:8]1[CH2:12][CH2:11][CH2:10][C@@H:9]1[CH2:13][O:14][C:15]1[CH:20]=[CH:19][C:18]([CH2:21][C:22]2[CH:27]=[CH:26][C:25]([C:28]3[O:29][CH:30]=[CH:31][N:32]=3)=[CH:24][CH:23]=2)=[CH:17][CH:16]=1)=O)(C)(C)C.Cl.O1CCOCC1. Given the product [NH:8]1[CH2:12][CH2:11][CH2:10][C@@H:9]1[CH2:13][O:14][C:15]1[CH:20]=[CH:19][C:18]([CH2:21][C:22]2[CH:27]=[CH:26][C:25]([C:28]3[O:29][CH:30]=[CH:31][N:32]=3)=[CH:24][CH:23]=2)=[CH:17][CH:16]=1, predict the reactants needed to synthesize it. (3) Given the product [CH2:1]([O:8][C:9]1[CH:10]=[C:11]([C:15]2[N:23]=[C:24]([CH:26]3[CH2:29][CH2:28][CH2:27]3)[N:21]3[C:16]=2[C:17](=[O:22])[NH:18][CH:19]=[N:20]3)[CH:12]=[CH:13][CH:14]=1)[C:2]1[CH:7]=[CH:6][CH:5]=[CH:4][CH:3]=1, predict the reactants needed to synthesize it. The reactants are: [CH2:1]([O:8][C:9]1[CH:10]=[C:11]([CH:15]([NH:23][C:24]([CH:26]2[CH2:29][CH2:28][CH2:27]2)=O)[C:16]2[C:17](=[O:22])[NH:18][CH:19]=[N:20][N:21]=2)[CH:12]=[CH:13][CH:14]=1)[C:2]1[CH:7]=[CH:6][CH:5]=[CH:4][CH:3]=1. (4) The reactants are: N1C=CC=N1.[C:6]1(=O)[NH:10][C:9](=O)[CH:8]=[CH:7]1.[H][H].Br[C:16]1[C:17]([O:19][C:20](=O)[CH:21]=1)=O.[C:23](O)(=[O:25])C. Given the product [CH3:23][O:25][C:16]1[CH:21]=[C:20]([O:19][CH3:17])[CH:6]=[CH:7][C:8]=1[CH2:9][NH2:10], predict the reactants needed to synthesize it. (5) Given the product [S:14]1[CH:18]=[CH:17][CH:16]=[C:15]1[C:4]1[CH:5]=[CH:6][CH:7]=[CH:2][C:3]=1[CH:8]([CH3:9])[C:22]([O:25][CH3:27])=[O:23], predict the reactants needed to synthesize it. The reactants are: Br[C:2]1[CH:7]=[CH:6][CH:5]=[CH:4][C:3]=1[CH2:8][CH2:9]C(OC)=O.[S:14]1[CH:18]=[CH:17][CH:16]=[C:15]1B(O)O.[C:22]([O-:25])(O)=[O:23].[Na+].[CH3:27]OCCOC. (6) Given the product [CH2:24]([O:26][C:27](=[O:28])[C:29]1[CH:34]=[CH:33][C:32]([C:16]2[CH:15]=[N:14][C:10]3[NH:11][CH2:12][CH2:13][N:8]([CH2:7][C:6]4[CH:19]=[C:2]([Cl:1])[CH:3]=[CH:4][C:5]=4[C:20]([F:23])([F:22])[F:21])[C:9]=3[CH:17]=2)=[CH:31][CH:30]=1)[CH3:25], predict the reactants needed to synthesize it. The reactants are: [Cl:1][C:2]1[CH:3]=[CH:4][C:5]([C:20]([F:23])([F:22])[F:21])=[C:6]([CH:19]=1)[CH2:7][N:8]1[CH2:13][CH2:12][NH:11][C:10]2[N:14]=[CH:15][C:16](I)=[CH:17][C:9]1=2.[CH2:24]([O:26][C:27]([C:29]1[CH:34]=[CH:33][C:32](B(O)O)=[CH:31][CH:30]=1)=[O:28])[CH3:25].